Dataset: Full USPTO retrosynthesis dataset with 1.9M reactions from patents (1976-2016). Task: Predict the reactants needed to synthesize the given product. (1) Given the product [CH3:1][C:2]1[CH:7]=[C:6]([B:12]2[O:13][C:14]([CH3:16])([CH3:15])[C:10]([CH3:26])([CH3:9])[O:11]2)[CH:5]=[C:4]([CH3:8])[N:3]=1, predict the reactants needed to synthesize it. The reactants are: [CH3:1][C:2]1[CH:7]=[CH:6][CH:5]=[C:4]([CH3:8])[N:3]=1.[CH3:9][C:10]1([CH3:26])[C:14]([CH3:16])([CH3:15])[O:13][B:12]([B:12]2[O:13][C:14]([CH3:16])([CH3:15])[C:10]([CH3:26])([CH3:9])[O:11]2)[O:11]1. (2) Given the product [CH3:1][C:2]1[CH:7]=[CH:6][C:5]([O:8][CH2:22][CH:21]=[CH2:20])=[CH:4][C:3]=1[N+:9]([O-:11])=[O:10], predict the reactants needed to synthesize it. The reactants are: [CH3:1][C:2]1[CH:7]=[CH:6][C:5]([OH:8])=[CH:4][C:3]=1[N+:9]([O-:11])=[O:10].C(=O)([O-])[O-].[K+].[K+].[I-].[Na+].[CH2:20](Br)[CH:21]=[CH2:22]. (3) Given the product [F:1][C:2]1[CH:3]=[C:4]([CH:5]=[CH:6][C:7]=1[F:8])[CH2:9][CH2:10][C:11]1[S:36][C:23]([C:21]2[CH:20]=[CH:19][C:18]3[NH:14][CH:15]=[N:16][C:17]=3[CH:22]=2)=[N:25][N:26]=1, predict the reactants needed to synthesize it. The reactants are: [F:1][C:2]1[CH:3]=[C:4]([CH2:9][CH2:10][C:11](O)=O)[CH:5]=[CH:6][C:7]=1[F:8].[N:14]1[C:18]2[CH:19]=[CH:20][C:21]([C:23]([NH:25][NH2:26])=O)=[CH:22][C:17]=2[NH:16][CH:15]=1.COC1C=CC(P2(SP(C3C=CC(OC)=CC=3)(=S)S2)=[S:36])=CC=1.O=P(Cl)(Cl)Cl. (4) Given the product [Cl:26][C:24]1[N:25]=[C:21]([N:7]([CH2:6][C:5]2[CH:9]=[CH:10][C:2]([Cl:1])=[CH:3][CH:4]=2)[CH3:8])[S:22][C:23]=1[CH:27]=[O:28], predict the reactants needed to synthesize it. The reactants are: [Cl:1][C:2]1[CH:10]=[CH:9][C:5]([CH2:6][NH:7][CH3:8])=[CH:4][CH:3]=1.C(N(CC)C(C)C)(C)C.Cl[C:21]1[S:22][C:23]([CH:27]=[O:28])=[C:24]([Cl:26])[N:25]=1. (5) Given the product [N:28]1([CH2:34][CH2:35][NH:36][C:2]2[CH:3]=[C:4]3[C:9](=[CH:10][N:11]=2)[N:8]=[CH:7][C:6]([C:12]#[N:13])=[C:5]3[NH:14][C:15]2[CH:20]=[CH:19][C:18]([O:21][C:22]3[CH:27]=[CH:26][CH:25]=[CH:24][CH:23]=3)=[CH:17][CH:16]=2)[CH2:33][CH2:32][O:31][CH2:30][CH2:29]1, predict the reactants needed to synthesize it. The reactants are: F[C:2]1[CH:3]=[C:4]2[C:9](=[CH:10][N:11]=1)[N:8]=[CH:7][C:6]([C:12]#[N:13])=[C:5]2[NH:14][C:15]1[CH:20]=[CH:19][C:18]([O:21][C:22]2[CH:27]=[CH:26][CH:25]=[CH:24][CH:23]=2)=[CH:17][CH:16]=1.[N:28]1([CH2:34][CH2:35][NH2:36])[CH2:33][CH2:32][O:31][CH2:30][CH2:29]1. (6) Given the product [CH3:20][O:19][C:14]1[CH:15]=[CH:16][CH:17]=[CH:18][C:13]=1[C:12]1[N:6]2[C:7]([CH:8]=[N:9][C:4]([NH:30][C:31]3[CH:32]=[C:33]([N:37]4[CH2:38][CH2:39][N:40]([CH2:43][CH2:44][OH:45])[CH2:41][CH2:42]4)[CH:34]=[CH:35][CH:36]=3)=[N:5]2)=[CH:10][CH:11]=1, predict the reactants needed to synthesize it. The reactants are: CS([C:4]1[N:9]=[CH:8][C:7]2=[CH:10][CH:11]=[C:12]([C:13]3[CH:18]=[CH:17][CH:16]=[CH:15][C:14]=3[O:19][CH3:20])[N:6]2[N:5]=1)=O.C(N(CC)C(C)C)(C)C.[NH2:30][C:31]1[CH:32]=[C:33]([N:37]2[CH2:42][CH2:41][N:40]([CH2:43][CH2:44][OH:45])[CH2:39][CH2:38]2)[CH:34]=[CH:35][CH:36]=1. (7) Given the product [CH3:9][CH:10]([CH3:11])[N:24]=[C:21]=[N:16][CH:3]([CH3:4])[CH3:2].[CH3:1][N:24]([C:19]1[CH:18]=[CH:17][N:16]=[CH:21][CH:20]=1)[CH3:22], predict the reactants needed to synthesize it. The reactants are: [C:1]([O-])(=O)[CH2:2][CH2:3][C:4]([O-])=O.[C:9]1(=O)OC(=O)[CH2:11][CH2:10]1.[N:16]1[CH:21]=[CH:20][CH:19]=[CH:18][CH:17]=1.[C:22](#[N:24])C.